Dataset: Catalyst prediction with 721,799 reactions and 888 catalyst types from USPTO. Task: Predict which catalyst facilitates the given reaction. (1) Reactant: [CH3:1][C:2]1([CH3:29])[C:18]2[CH:17]=[C:16]3[C:8]([C:9]4[CH:10]=[C:11]5[C:22]([CH3:24])([CH3:23])[CH2:21][CH2:20][C:19]([CH3:26])([CH3:25])[C:12]5=[CH:13][C:14]=4[CH2:15]3)=[CH:7][C:6]=2[C:5]([CH3:28])([CH3:27])[CH2:4][CH2:3]1.CCCCCC.C([Li])CCC.[C:41]([C:45]1[CH:46]=[CH:47][C:48](=[C:50]([CH3:52])[CH3:51])[CH:49]=1)([CH3:44])([CH3:43])[CH3:42]. Product: [C:41]([C:45]1[CH:46]=[CH:47][CH:48]([C:50]([CH:20]2[CH2:21][C:22]([CH3:24])([CH3:23])[C:11]3[CH:10]=[C:9]4[C:14](=[CH:13][C:12]=3[C:19]2([CH3:26])[CH3:25])[CH2:15][C:16]2[CH:17]=[C:18]3[C:2]([CH3:29])([CH3:1])[CH2:3][CH2:4][C:5]([CH3:28])([CH3:27])[C:6]3=[CH:7][C:8]4=2)([CH3:52])[CH3:51])[CH:49]=1)([CH3:44])([CH3:43])[CH3:42]. The catalyst class is: 20. (2) Product: [F:2][C:3]1[CH:24]=[CH:23][C:6]([O:7][C:8]2[CH:9]=[C:10]([NH:14][C:15]([CH:17]3[CH2:18][CH2:19][N:20]([C:26]4[C:27]5[C:34]([CH3:35])=[CH:33][NH:32][C:28]=5[N:29]=[CH:30][N:31]=4)[CH2:21][CH2:22]3)=[O:16])[CH:11]=[CH:12][CH:13]=2)=[CH:5][CH:4]=1. Reactant: Cl.[F:2][C:3]1[CH:24]=[CH:23][C:6]([O:7][C:8]2[CH:9]=[C:10]([NH:14][C:15]([CH:17]3[CH2:22][CH2:21][NH:20][CH2:19][CH2:18]3)=[O:16])[CH:11]=[CH:12][CH:13]=2)=[CH:5][CH:4]=1.Cl[C:26]1[C:27]2[C:34]([CH3:35])=[CH:33][NH:32][C:28]=2[N:29]=[CH:30][N:31]=1.C(N(CC)CC)C. The catalyst class is: 32. (3) Reactant: [CH3:1][O:2][C:3]1[CH:23]=[CH:22][CH:21]=[C:20]([O:24][CH3:25])[C:4]=1[CH2:5][NH:6][C:7]([NH:9][C:10]1[S:11][CH:12]=[C:13]([CH:15]2[CH2:19][CH2:18][CH2:17][NH:16]2)[N:14]=1)=[NH:8].[CH2:26](Br)[C:27]1[CH:32]=[CH:31][CH:30]=[CH:29][CH:28]=1.C1(C2CCCCCCCCC=2)CCCCCCNNN=1. Product: [CH2:26]([N:16]1[CH2:17][CH2:18][CH2:19][CH:15]1[C:13]1[N:14]=[C:10]([NH:9][C:7]([NH:6][CH2:5][C:4]2[C:3]([O:2][CH3:1])=[CH:23][CH:22]=[CH:21][C:20]=2[O:24][CH3:25])=[NH:8])[S:11][CH:12]=1)[C:27]1[CH:32]=[CH:31][CH:30]=[CH:29][CH:28]=1. The catalyst class is: 10.